Predict which catalyst facilitates the given reaction. From a dataset of Catalyst prediction with 721,799 reactions and 888 catalyst types from USPTO. (1) Reactant: [NH2:1][C:2]1[CH:7]=[CH:6][C:5]([Cl:8])=[CH:4][C:3]=1[C:9]([C:11]1[CH:16]=[CH:15][CH:14]=[C:13]([O:17][C:18]([F:21])([F:20])[F:19])[C:12]=1[O:22][CH3:23])=[O:10].[BH4-].[Na+]. Product: [NH2:1][C:2]1[CH:7]=[CH:6][C:5]([Cl:8])=[CH:4][C:3]=1[CH:9]([C:11]1[CH:16]=[CH:15][CH:14]=[C:13]([O:17][C:18]([F:19])([F:20])[F:21])[C:12]=1[O:22][CH3:23])[OH:10]. The catalyst class is: 5. (2) Reactant: [CH3:1][O:2][C:3](=[O:45])[C:4]1[CH:9]=[CH:8][C:7]([O:10][CH:11]([C:39]2[CH:44]=[CH:43][CH:42]=[CH:41][CH:40]=2)[CH2:12][O:13][C:14]2[CH:19]=[CH:18][C:17]([C:20]([O:29]CC3C=CC(OC)=CC=3)([C:25]([F:28])([F:27])[F:26])[C:21]([F:24])([F:23])[F:22])=[CH:16][CH:15]=2)=[CH:6][CH:5]=1.C(#N)C.O.OS([O-])(=O)=O.[K+]. Product: [CH3:1][O:2][C:3](=[O:45])[C:4]1[CH:9]=[CH:8][C:7]([O:10][CH:11]([C:39]2[CH:40]=[CH:41][CH:42]=[CH:43][CH:44]=2)[CH2:12][O:13][C:14]2[CH:19]=[CH:18][C:17]([C:20]([OH:29])([C:21]([F:22])([F:23])[F:24])[C:25]([F:27])([F:28])[F:26])=[CH:16][CH:15]=2)=[CH:6][CH:5]=1. The catalyst class is: 25.